From a dataset of Peptide-MHC class I binding affinity with 185,985 pairs from IEDB/IMGT. Regression. Given a peptide amino acid sequence and an MHC pseudo amino acid sequence, predict their binding affinity value. This is MHC class I binding data. (1) The peptide sequence is NWDWGVFFK. The MHC is HLA-A02:02 with pseudo-sequence HLA-A02:02. The binding affinity (normalized) is 0.114. (2) The peptide sequence is APLAHRLGM. The MHC is HLA-A69:01 with pseudo-sequence HLA-A69:01. The binding affinity (normalized) is 0.0847. (3) The peptide sequence is HVIYFTAFT. The MHC is HLA-B46:01 with pseudo-sequence HLA-B46:01. The binding affinity (normalized) is 0.0847. (4) The peptide sequence is AVHGYYIGY. The MHC is HLA-B27:05 with pseudo-sequence HLA-B27:05. The binding affinity (normalized) is 0.0847.